Task: Regression. Given two drug SMILES strings and cell line genomic features, predict the synergy score measuring deviation from expected non-interaction effect.. Dataset: NCI-60 drug combinations with 297,098 pairs across 59 cell lines (1) Drug 1: CC1=C(C(=CC=C1)Cl)NC(=O)C2=CN=C(S2)NC3=CC(=NC(=N3)C)N4CCN(CC4)CCO. Drug 2: C1CNP(=O)(OC1)N(CCCl)CCCl. Cell line: SNB-19. Synergy scores: CSS=10.3, Synergy_ZIP=-1.02, Synergy_Bliss=1.69, Synergy_Loewe=-4.14, Synergy_HSA=0.290. (2) Drug 1: C#CCC(CC1=CN=C2C(=N1)C(=NC(=N2)N)N)C3=CC=C(C=C3)C(=O)NC(CCC(=O)O)C(=O)O. Drug 2: C(CC(=O)O)C(=O)CN.Cl. Cell line: SN12C. Synergy scores: CSS=7.89, Synergy_ZIP=-8.55, Synergy_Bliss=-10.4, Synergy_Loewe=-29.3, Synergy_HSA=-11.6. (3) Drug 1: C1=CC=C(C=C1)NC(=O)CCCCCCC(=O)NO. Drug 2: C1CC(=O)NC(=O)C1N2C(=O)C3=CC=CC=C3C2=O. Cell line: HCC-2998. Synergy scores: CSS=10.4, Synergy_ZIP=8.80, Synergy_Bliss=19.2, Synergy_Loewe=16.7, Synergy_HSA=13.6. (4) Drug 1: CC1=C(C(CCC1)(C)C)C=CC(=CC=CC(=CC(=O)O)C)C. Drug 2: CCC1(CC2CC(C3=C(CCN(C2)C1)C4=CC=CC=C4N3)(C5=C(C=C6C(=C5)C78CCN9C7C(C=CC9)(C(C(C8N6C)(C(=O)OC)O)OC(=O)C)CC)OC)C(=O)OC)O.OS(=O)(=O)O. Cell line: HS 578T. Synergy scores: CSS=10.1, Synergy_ZIP=-1.70, Synergy_Bliss=1.08, Synergy_Loewe=0.914, Synergy_HSA=0.736. (5) Drug 1: C1CCC(C1)C(CC#N)N2C=C(C=N2)C3=C4C=CNC4=NC=N3. Drug 2: CS(=O)(=O)OCCCCOS(=O)(=O)C. Cell line: MDA-MB-435. Synergy scores: CSS=-25.6, Synergy_ZIP=9.01, Synergy_Bliss=-1.96, Synergy_Loewe=-11.1, Synergy_HSA=-13.4.